Dataset: Forward reaction prediction with 1.9M reactions from USPTO patents (1976-2016). Task: Predict the product of the given reaction. (1) Given the reactants [C:1]([N:8]1[CH2:13][CH2:12][CH:11]([CH2:14][OH:15])[CH2:10][CH2:9]1)([O:3][C:4]([CH3:7])([CH3:6])[CH3:5])=[O:2].[CH2:16]([O:18][C:19](=[O:24])[CH:20](Br)[CH2:21][CH3:22])[CH3:17].[H-].[Na+].O, predict the reaction product. The product is: [CH2:16]([O:18][C:19](=[O:24])[CH:20]([O:15][CH2:14][CH:11]1[CH2:12][CH2:13][N:8]([C:1]([O:3][C:4]([CH3:7])([CH3:6])[CH3:5])=[O:2])[CH2:9][CH2:10]1)[CH2:21][CH3:22])[CH3:17]. (2) The product is: [CH2:1]([C:3]1[CH:12]=[C:11]([CH3:13])[C:10]2[C:9](=[O:14])[N:8]([CH2:27][CH2:28][C:29]3[CH:34]=[CH:33][CH:32]=[CH:31][CH:30]=3)[C@H:7]3[CH2:15][N:16]([C:18]([O:20][C:21]([CH3:23])([CH3:22])[CH3:24])=[O:19])[CH2:17][C@@H:6]3[C:5]=2[CH:4]=1)[CH3:2]. Given the reactants [CH2:1]([C:3]1[CH:12]=[C:11]([CH3:13])[C:10]2[C:9](=[O:14])[NH:8][C@H:7]3[CH2:15][N:16]([C:18]([O:20][C:21]([CH3:24])([CH3:23])[CH3:22])=[O:19])[CH2:17][C@@H:6]3[C:5]=2[CH:4]=1)[CH3:2].[H-].[Na+].[CH2:27](I)[CH2:28][C:29]1[CH:34]=[CH:33][CH:32]=[CH:31][CH:30]=1, predict the reaction product. (3) Given the reactants [Cl:1][C:2]1[CH:7]=[C:6]([Cl:8])[CH:5]=[CH:4][C:3]=1[S:9]([N:12]([CH3:26])[CH2:13][CH:14]([O:24][CH3:25])[CH2:15][NH:16][C:17](=[O:23])OC(C)(C)C)(=[O:11])=[O:10].Cl.O1CCOCC1.[S:34]1[C:38]2[CH:39]=[CH:40][CH:41]=[CH:42][C:37]=2[CH:36]=[C:35]1[C:43]([NH:45][C@H:46](C(O)=O)[CH2:47][CH:48]([CH3:50])[CH3:49])=[O:44].C1C=C2C(N(O)N=NC2=CC=1)=O.CN1CCOCC1.CCN=C=NCCCN(C)C.Cl, predict the reaction product. The product is: [Cl:1][C:2]1[CH:7]=[C:6]([Cl:8])[CH:5]=[CH:4][C:3]=1[S:9]([N:12]([CH3:26])[CH2:13][CH:14]([O:24][CH3:25])[CH2:15][NH:16][C:17]([C@@H:46]([NH:45][C:43]([C:35]1[S:34][C:38]2[CH:39]=[CH:40][CH:41]=[CH:42][C:37]=2[CH:36]=1)=[O:44])[CH2:47][CH:48]([CH3:50])[CH3:49])=[O:23])(=[O:10])=[O:11]. (4) Given the reactants [CH3:1][O:2][C:3]1[CH:4]=[C:5]2[C:10](=[CH:11][C:12]=1[O:13][CH3:14])[N:9]=[CH:8][CH:7]=[C:6]2[O:15][C:16]1[CH:17]=[C:18]2[C:23](=[CH:24][CH:25]=1)[C:22]([C:26](O)=[O:27])=[CH:21][CH:20]=[CH:19]2.[NH2:29][CH2:30][C:31]1[CH:46]=[CH:45][C:34]([C:35]([NH:37][C:38]2[CH:43]=[CH:42][CH:41]=[CH:40][C:39]=2[NH2:44])=[O:36])=[CH:33][CH:32]=1, predict the reaction product. The product is: [NH2:44][C:39]1[CH:40]=[CH:41][CH:42]=[CH:43][C:38]=1[NH:37][C:35]([C:34]1[CH:33]=[CH:32][C:31]([CH2:30][NH:29][C:26]([C:22]2[C:23]3[C:18](=[CH:17][C:16]([O:15][C:6]4[C:5]5[C:10](=[CH:11][C:12]([O:13][CH3:14])=[C:3]([O:2][CH3:1])[CH:4]=5)[N:9]=[CH:8][CH:7]=4)=[CH:25][CH:24]=3)[CH:19]=[CH:20][CH:21]=2)=[O:27])=[CH:46][CH:45]=1)=[O:36].